Dataset: Full USPTO retrosynthesis dataset with 1.9M reactions from patents (1976-2016). Task: Predict the reactants needed to synthesize the given product. Given the product [Cl:38][C:22]1[CH:21]=[C:20]([O:19][C:13]2[C:12]3[C:17](=[CH:18][C:9]([OH:8])=[C:10]([O:39][CH3:40])[CH:11]=3)[N:16]=[CH:15][CH:14]=2)[CH:25]=[CH:24][C:23]=1[NH:26][C:27]([NH:29][C:30]1[CH:35]=[CH:34][C:33]([F:36])=[CH:32][C:31]=1[F:37])=[O:28], predict the reactants needed to synthesize it. The reactants are: C([O:8][C:9]1[CH:18]=[C:17]2[C:12]([C:13]([O:19][C:20]3[CH:25]=[CH:24][C:23]([NH:26][C:27]([NH:29][C:30]4[CH:35]=[CH:34][C:33]([F:36])=[CH:32][C:31]=4[F:37])=[O:28])=[C:22]([Cl:38])[CH:21]=3)=[CH:14][CH:15]=[N:16]2)=[CH:11][C:10]=1[O:39][CH3:40])C1C=CC=CC=1.[H][H].C(OCC)(=O)C.